From a dataset of Reaction yield outcomes from USPTO patents with 853,638 reactions. Predict the reaction yield, written as a fraction of the theoretical maximum amount of product (1.0 means a 100% yield; for example, 0.34 means a 34% yield). (1) The reactants are [NH2:1][C:2]1[N:7]([CH2:8][CH2:9][C:10]2[NH:14][C:13]3[CH:15]=[CH:16][CH:17]=[CH:18][C:12]=3[N:11]=2)[C:6](=[S:19])[NH:5][C:4](=[O:20])[CH:3]=1.[N:21]([O-])=O.[Na+].S(S([O-])=O)([O-])=O.[Na+].[Na+]. The catalyst is C(O)(=O)C.O. The product is [NH2:21][C:3]1[C:4](=[O:20])[NH:5][C:6](=[S:19])[N:7]([CH2:8][CH2:9][C:10]2[NH:14][C:13]3[CH:15]=[CH:16][CH:17]=[CH:18][C:12]=3[N:11]=2)[C:2]=1[NH2:1]. The yield is 0.500. (2) The yield is 0.705. The reactants are [C:1]([O:5][C:6](=[O:32])[NH:7][C:8]1[CH:13]=[CH:12][C:11]([C:14](=[O:30])[NH:15][CH2:16][C:17]2[S:18][C:19]([O:22][C:23]3[CH:28]=[CH:27][CH:26]=[C:25]([F:29])[CH:24]=3)=[CH:20][CH:21]=2)=[C:10]([NH2:31])[N:9]=1)([CH3:4])([CH3:3])[CH3:2].N[C:34]1N=C(N)C=CC=1C(O)=O.CI.[H-].[Na+]. The product is [C:1]([O:5][C:6](=[O:32])[N:7]([C:8]1[CH:13]=[CH:12][C:11]([C:14](=[O:30])[NH:15][CH2:16][C:17]2[S:18][C:19]([O:22][C:23]3[CH:28]=[CH:27][CH:26]=[C:25]([F:29])[CH:24]=3)=[CH:20][CH:21]=2)=[C:10]([NH2:31])[N:9]=1)[CH3:34])([CH3:4])([CH3:2])[CH3:3]. The catalyst is CN(C)C=O.C(OCC)(=O)C.